From a dataset of Drug-target binding data from BindingDB using IC50 measurements. Regression. Given a target protein amino acid sequence and a drug SMILES string, predict the binding affinity score between them. We predict pIC50 (pIC50 = -log10(IC50 in M); higher means more potent). Dataset: bindingdb_ic50. (1) The drug is Nc1nc(N)nc(OCCOc2ccccc2)n1. The target protein sequence is MLDKIVIANRGEIALRILRACKELGIKTVAVHSSADRDLKHVLLADETVCIGPAPSVKSYLNIPAIISAAEITGAVAIHPGYGFLSENANFAEQVERSGFIFIGPKAETIRLMGDKVSAIAAMKKAGVPCVPGSDGPLGDDMDKNRAIAKRIGYPVIIKASGGGGGRGMRVVRGDAELAQSISMTRAEAKAAFSNDMVYMEKYLENPRHVEIQVLADGQGNAIYLAERDCSMQRRHQKVVEEAPAPGITPELRRYIGERCAKACVDIGYRGAGTFEFLFENGEFYFIEMNTRIQVEHPVTEMITGVDLIKEQLRIAAGQPLSIKQEEVHVRGHAVECRINAEDPNTFLPSPGKITRFHAPGGFGVRWESHIYAGYTVPPYYDSMIGKLICYGENRDVAIARMKNALQELIIDGIKTNVDLQIRIMNDENFQHGGTNIHYLEKKLGLQEK. The pIC50 is 4.6. (2) The drug is NS(=O)(=O)c1ccc(-c2cccc3[nH]c(C(=O)O)nc23)c(-c2nn[nH]n2)c1S(N)(=O)=O. The target protein (P52699) has sequence MSKLSVFFIFLFCSIATAAESLPDLKIEKLDEGVYVHTSFEEVNGWGVVPKHGLVVLVNAEAYLIDTPFTAKDTEKLVTWFVERGYKIKGSISSHFHSDSTGGIEWLNSRSIPTYASELTNELLKKDGKVQATNSFSGVNYWLVKNKIEVFYPGPGHTPDNVVVWLPERKILFGGCFIKPYGLGNLGDANIEAWPKSAKLLKSKYGKAKLVVPSHSEVGDASLLKLTLEQAVKGLNESKKPSKPSN. The pIC50 is 9.3.